This data is from Peptide-MHC class I binding affinity with 185,985 pairs from IEDB/IMGT. The task is: Regression. Given a peptide amino acid sequence and an MHC pseudo amino acid sequence, predict their binding affinity value. This is MHC class I binding data. The peptide sequence is GLSFLNPEK. The MHC is HLA-B27:03 with pseudo-sequence HLA-B27:03. The binding affinity (normalized) is 0.0847.